Predict the product of the given reaction. From a dataset of Forward reaction prediction with 1.9M reactions from USPTO patents (1976-2016). The product is: [CH2:13]([N:20]1[C:21]2[C:30]3[CH:29]=[CH:28][CH:27]=[CH:26][C:25]=3[N:24]=[CH:23][C:22]=2[N:32]=[C:1]1[OH:2])[C:14]1[CH:19]=[CH:18][CH:17]=[CH:16][CH:15]=1. Given the reactants [C:1](N1C=CN=C1)(N1C=CN=C1)=[O:2].[CH2:13]([NH:20][C:21]1[C:30]2[C:25](=[CH:26][CH:27]=[CH:28][CH:29]=2)[N:24]=[C:23](Cl)[C:22]=1[NH2:32])[C:14]1[CH:19]=[CH:18][CH:17]=[CH:16][CH:15]=1, predict the reaction product.